This data is from Experimentally validated miRNA-target interactions with 360,000+ pairs, plus equal number of negative samples. The task is: Binary Classification. Given a miRNA mature sequence and a target amino acid sequence, predict their likelihood of interaction. (1) The miRNA is hsa-miR-3074-3p with sequence GAUAUCAGCUCAGUAGGCACCG. The protein sequence of the target gene is MATTVTCTRFTDEYQLYEDIGKGAFSVVRRCVKLCTGHEYAAKIINTKKLSARDHQKLEREARICRLLKHSNIVRLHDSISEEGFHYLVFDLVTGGELFEDIVAREYYSEADASHCIQQILEAVLHCHQMGVVHRDLKPENLLLASKCKGAAVKLADFGLAIEVQGDQQAWFGFAGTPGYLSPEVLRKEAYGKPVDIWACGVILYILLVGYPPFWDEDQHKLYQQIKAGAYDFPSPEWDTVTPEAKNLINQMLTINPAKRITAHEALKHPWVCQRSTVASMMHRQETVECLKKFNARRKL.... Result: 0 (no interaction). (2) The protein sequence of the target gene is MAVKLGTLLLALALGLAQPASARRKLLVFLLDGFRSDYISDEALESLPGFKEIVSRGVKVDYLTPDFPSLSYPNYYTLMTGRHCEVHQMIGNYMWDPTTNKSFDIGVNKDSLMPLWWNGSEPLWVTLTKAKRKVYMYYWPGCEVEILGVRPTYCLEYKNVPTDINFANAVSDALDSFKSGRADLAAIYHERIDVEGHHYGPASPQRKDALKAVDTVLKYMTKWIQERGLQDRLNVIIFSDHGMTDIFWMDKVIELNKYISLNDLQQVKDRGPVVSLWPAPGKHSEIYNKLSTVEHMTVYE.... Result: 0 (no interaction). The miRNA is cel-miR-75-3p with sequence UUAAAGCUACCAACCGGCUUCA.